From a dataset of Catalyst prediction with 721,799 reactions and 888 catalyst types from USPTO. Predict which catalyst facilitates the given reaction. (1) Reactant: [Cl:1][C:2]1[N:7]=[CH:6][C:5]2[C:8]([N:14]3[CH2:18][CH2:17][NH:16][C:15]3=[O:19])=[N:9][N:10]([CH:11]([CH3:13])[CH3:12])[C:4]=2[CH:3]=1.[C:20](O[C:20]([O:22][C:23]([CH3:26])([CH3:25])[CH3:24])=[O:21])([O:22][C:23]([CH3:26])([CH3:25])[CH3:24])=[O:21]. Product: [C:23]([O:22][C:20]([N:16]1[CH2:17][CH2:18][N:14]([C:8]2[C:5]3[CH:6]=[N:7][C:2]([Cl:1])=[CH:3][C:4]=3[N:10]([CH:11]([CH3:13])[CH3:12])[N:9]=2)[C:15]1=[O:19])=[O:21])([CH3:26])([CH3:25])[CH3:24]. The catalyst class is: 119. (2) Reactant: [CH3:1][O:2][C:3](=[O:20])[CH2:4][C@@H:5]([N:8]1[C:13](=[O:14])[C:12]2[N:15]=[CH:16][CH:17]=[CH:18][C:11]=2[NH:10][C:9]1=[O:19])[CH2:6][CH3:7].Br[CH2:22][C:23]1[C:27]2[C:28]([CH3:33])=[CH:29][C:30]([CH3:32])=[CH:31][C:26]=2[S:25][N:24]=1.C(=O)([O-])[O-].[K+].[K+].O. Product: [CH3:1][O:2][C:3](=[O:20])[CH2:4][C@@H:5]([N:8]1[C:13](=[O:14])[C:12]2[N:15]=[CH:16][CH:17]=[CH:18][C:11]=2[N:10]([CH2:22][C:23]2[C:27]3[C:28]([CH3:33])=[CH:29][C:30]([CH3:32])=[CH:31][C:26]=3[S:25][N:24]=2)[C:9]1=[O:19])[CH2:6][CH3:7]. The catalyst class is: 9. (3) Reactant: [CH:1]([N:4]1[CH:8]=[CH:7][C:6]([C:9]2[S:10][CH:11]=[C:12]([CH3:14])[CH:13]=2)=[N:5]1)([CH3:3])[CH3:2].[I:15]N1C(=O)CCC1=O.S([O-])([O-])(=O)=S.[Na+].[Na+].C(=O)([O-])[O-].[Na+].[Na+]. Product: [I:15][C:7]1[C:6]([C:9]2[S:10][CH:11]=[C:12]([CH3:14])[CH:13]=2)=[N:5][N:4]([CH:1]([CH3:3])[CH3:2])[CH:8]=1. The catalyst class is: 9. (4) Reactant: [CH3:1][C:2]1[CH:3]=[C:4]([OH:14])[CH:5]=[CH:6][C:7]=1[CH:8]1[O:13][CH2:12][CH2:11][NH:10][CH2:9]1.[C:15]([O:19][C:20]([CH3:23])([CH3:22])[CH3:21])(=[O:18])[CH:16]=[CH2:17]. Product: [C:20]([O:19][C:15](=[O:18])[CH2:16][CH2:17][N:10]1[CH2:11][CH2:12][O:13][CH:8]([C:7]2[CH:6]=[CH:5][C:4]([OH:14])=[CH:3][C:2]=2[CH3:1])[CH2:9]1)([CH3:23])([CH3:22])[CH3:21]. The catalyst class is: 23. (5) Reactant: C([O:4][C:5]1[CH:14]=[C:13]2[C:8]([CH2:9][CH2:10][NH:11][CH2:12]2)=[CH:7][CH:6]=1)(=O)C.C(N(CC)CC)C.[C:22](O[C:22]([O:24][C:25]([CH3:28])([CH3:27])[CH3:26])=[O:23])([O:24][C:25]([CH3:28])([CH3:27])[CH3:26])=[O:23]. Product: [OH:4][C:5]1[CH:14]=[C:13]2[C:8]([CH2:9][CH2:10][N:11]([C:22]([O:24][C:25]([CH3:28])([CH3:27])[CH3:26])=[O:23])[CH2:12]2)=[CH:7][CH:6]=1. The catalyst class is: 4. (6) Reactant: O1CCCCC1[N:7]1[C:15]2[C:10](=[CH:11][C:12]([C:16]3[N:20]=[CH:19][N:18](C(C4C=CC=CC=4)(C4C=CC=CC=4)C4C=CC=CC=4)[N:17]=3)=[CH:13][CH:14]=2)[C:9]([C:40]2[CH:41]=[C:42]([NH:46][C:47](=[O:55])[CH2:48][C:49]3[CH:54]=[CH:53][CH:52]=[CH:51][CH:50]=3)[CH:43]=[CH:44][CH:45]=2)=[N:8]1. Product: [NH:18]1[CH:19]=[N:20][C:16]([C:12]2[CH:11]=[C:10]3[C:15](=[CH:14][CH:13]=2)[NH:7][N:8]=[C:9]3[C:40]2[CH:41]=[C:42]([NH:46][C:47](=[O:55])[CH2:48][C:49]3[CH:50]=[CH:51][CH:52]=[CH:53][CH:54]=3)[CH:43]=[CH:44][CH:45]=2)=[N:17]1. The catalyst class is: 393.